Dataset: Catalyst prediction with 721,799 reactions and 888 catalyst types from USPTO. Task: Predict which catalyst facilitates the given reaction. (1) Reactant: [Cl:1][C:2]1[C:3]([CH:24](OCC)[O:25]CC)=[N:4][C:5]([C:17]2[CH:22]=[CH:21][C:20]([Cl:23])=[CH:19][CH:18]=2)=[C:6]([F:16])[C:7]=1[N:8]=C1C=CC(=O)C=C1.S(=O)(=O)(O)O.C(#N)C.O. Product: [NH2:8][C:7]1[C:6]([F:16])=[C:5]([C:17]2[CH:18]=[CH:19][C:20]([Cl:23])=[CH:21][CH:22]=2)[N:4]=[C:3]([CH:24]=[O:25])[C:2]=1[Cl:1]. The catalyst class is: 2. (2) Reactant: [Br:1][C:2]1[CH:7]=[CH:6][C:5]([CH:8]2[CH2:12][CH2:11][CH2:10][NH:9]2)=[CH:4][CH:3]=1.C(N(CC)CC)C.[C:20](Cl)(=[O:22])[CH3:21]. Product: [C:20]([N:9]1[CH2:10][CH2:11][CH2:12][CH:8]1[C:5]1[CH:4]=[CH:3][C:2]([Br:1])=[CH:7][CH:6]=1)(=[O:22])[CH3:21]. The catalyst class is: 4.